This data is from Catalyst prediction with 721,799 reactions and 888 catalyst types from USPTO. The task is: Predict which catalyst facilitates the given reaction. (1) Reactant: [F:1][C:2]([F:40])([F:39])[CH:3]([C:30]1[CH:35]=[C:34]([Cl:36])[C:33]([Cl:37])=[C:32]([Cl:38])[CH:31]=1)/[CH:4]=[CH:5]/[C:6]1[CH:25]=[CH:24][C:9]([C:10]([NH:12][C:13]2([C:16](=O)[NH:17][CH2:18][C:19]([F:22])([F:21])[F:20])[CH2:15][CH2:14]2)=[O:11])=[C:8]([C:26]([F:29])([F:28])[F:27])[CH:7]=1.P12(SP3(SP(SP(S3)(S1)=S)(=S)S2)=S)=[S:42].C[Si](C)(C)O[Si](C)(C)C. Product: [F:1][C:2]([F:40])([F:39])[CH:3]([C:30]1[CH:35]=[C:34]([Cl:36])[C:33]([Cl:37])=[C:32]([Cl:38])[CH:31]=1)/[CH:4]=[CH:5]/[C:6]1[CH:25]=[CH:24][C:9]([C:10]([NH:12][C:13]2([C:16](=[S:42])[NH:17][CH2:18][C:19]([F:22])([F:21])[F:20])[CH2:15][CH2:14]2)=[O:11])=[C:8]([C:26]([F:29])([F:28])[F:27])[CH:7]=1. The catalyst class is: 2. (2) Product: [CH3:8][O:9][C:10]1[N:15]=[CH:14][C:13]([C:16]2[CH:25]=[CH:24][C:23]3[N:22]=[CH:21][C:20]4[N:26]([CH3:40])[C:27](=[O:39])[N:28]([C:29]5[C:30]([CH3:38])=[N:31][N:32]([CH2:34][C:35]([N:47]([CH3:48])[CH3:46])=[O:37])[CH:33]=5)[C:19]=4[C:18]=3[CH:17]=2)=[CH:12][CH:11]=1. Reactant: OC(C(F)(F)F)=O.[CH3:8][O:9][C:10]1[N:15]=[CH:14][C:13]([C:16]2[CH:25]=[CH:24][C:23]3[N:22]=[CH:21][C:20]4[N:26]([CH3:40])[C:27](=[O:39])[N:28]([C:29]5[C:30]([CH3:38])=[N:31][N:32]([CH2:34][C:35]([OH:37])=O)[CH:33]=5)[C:19]=4[C:18]=3[CH:17]=2)=[CH:12][CH:11]=1.[B-](F)(F)(F)F.[CH3:46][N:47](C(ON1C(=O)C=CC=C1)=[N+](C)C)[CH3:48].CCN(C(C)C)C(C)C.C1COCC1. The catalyst class is: 44. (3) Reactant: [CH3:1][C:2]1[N:6]2[CH2:7][CH:8]([CH2:11][C:12]3[CH:17]=[CH:16][CH:15]=[CH:14][CH:13]=3)[NH:9][CH2:10][C:5]2=[N:4][CH:3]=1.[CH3:18][C:19]([CH3:39])([O:21][C:22]([NH:24][C@H:25]([CH2:30][C:31]1[CH:36]=[CH:35][C:34]([F:37])=[C:33]([F:38])[CH:32]=1)[CH2:26][C:27](O)=[O:28])=[O:23])[CH3:20].C(N(C(C)C)CC)(C)C.F[P-](F)(F)(F)(F)F.N1(O[P+](N(C)C)(N(C)C)N(C)C)C2C=CC=CC=2N=N1. Product: [CH3:20][C:19]([CH3:39])([O:21][C:22]([NH:24][C@H:25]([CH2:30][C:31]1[CH:36]=[CH:35][C:34]([F:37])=[C:33]([F:38])[CH:32]=1)[CH2:26][C:27]([N:9]1[CH:8]([CH2:11][C:12]2[CH:17]=[CH:16][CH:15]=[CH:14][CH:13]=2)[CH2:7][N:6]2[C:2]([CH3:1])=[CH:3][N:4]=[C:5]2[CH2:10]1)=[O:28])=[O:23])[CH3:18]. The catalyst class is: 1. (4) Reactant: C([O-])([O-])=O.[K+].[K+].[C:7]([OH:10])(=O)[CH3:8].[OH2:11].[NH2:12][NH2:13].[C:14]([O-])(=O)[CH3:15].[Pb+4].[C:19]([O-])(=O)C.C([O-])(=O)C.C([O-])(=O)C. Product: [C:7]([O:10][N:12]1[CH2:15][CH:14]=[CH:19][NH:13]1)(=[O:11])[CH3:8]. The catalyst class is: 191. (5) Reactant: [NH:1]1[CH2:6][CH2:5][CH2:4][C@H:3]([CH2:7][OH:8])[CH2:2]1.[C:9](O[C:9]([O:11][C:12]([CH3:15])([CH3:14])[CH3:13])=[O:10])([O:11][C:12]([CH3:15])([CH3:14])[CH3:13])=[O:10]. Product: [C:12]([O:11][C:9]([N:1]1[CH2:6][CH2:5][CH2:4][C@H:3]([CH2:7][OH:8])[CH2:2]1)=[O:10])([CH3:15])([CH3:14])[CH3:13]. The catalyst class is: 22. (6) The catalyst class is: 1. Product: [N:21]1([C:19]([N:16]2[CH2:15][CH2:14][CH:13]([N:12]([CH2:27][CH2:28][CH3:29])[CH:8]3[CH2:9][C:10]4[CH:11]=[C:2]([O:1][S:46]([C:41]5[CH:42]=[CH:43][CH:44]=[CH:45][C:40]=5[Cl:39])(=[O:48])=[O:47])[CH:3]=[CH:4][C:5]=4[CH2:6][CH2:7]3)[CH2:18][CH2:17]2)=[O:20])[CH2:26][CH2:25][O:24][CH2:23][CH2:22]1. Reactant: [OH:1][C:2]1[CH:11]=[C:10]2[C:5]([CH2:6][CH2:7][CH:8]([N:12]([CH2:27][CH2:28][CH3:29])[CH:13]3[CH2:18][CH2:17][N:16]([C:19]([N:21]4[CH2:26][CH2:25][O:24][CH2:23][CH2:22]4)=[O:20])[CH2:15][CH2:14]3)[CH2:9]2)=[CH:4][CH:3]=1.CCN(C(C)C)C(C)C.[Cl:39][C:40]1[CH:45]=[CH:44][CH:43]=[CH:42][C:41]=1[S:46](Cl)(=[O:48])=[O:47]. (7) Reactant: [NH2:1][C:2]1[CH:23]=[CH:22][C:5]([CH2:6][NH:7]/[CH:8]=[C:9]2\[C:10](=[O:21])[NH:11][C:12](=[O:20])[C:13]3[C:18]\2=[CH:17][C:16]([I:19])=[CH:15][CH:14]=3)=[CH:4][C:3]=1[OH:24].CO[CH:27]1[CH2:31][CH2:30][CH:29](OC)O1.Cl.ClC1C=CN=CC=1. Product: [OH:24][C:3]1[CH:4]=[C:5]([CH:22]=[CH:23][C:2]=1[N:1]1[CH:27]=[CH:31][CH:30]=[CH:29]1)[CH2:6][NH:7]/[CH:8]=[C:9]1\[C:10](=[O:21])[NH:11][C:12](=[O:20])[C:13]2[C:18]\1=[CH:17][C:16]([I:19])=[CH:15][CH:14]=2. The catalyst class is: 9.